Dataset: Reaction yield outcomes from USPTO patents with 853,638 reactions. Task: Predict the reaction yield, written as a fraction of the theoretical maximum amount of product (1.0 means a 100% yield; for example, 0.34 means a 34% yield). (1) The reactants are [Cl:1][C:2]1[CH:10]=[CH:9][CH:8]=[C:7]([Cl:11])[C:3]=1[CH:4]=[N:5][OH:6].ClN1C(=O)CCC1=O.[CH:20]1([C:25](=O)[CH2:26][C:27]([O:29][CH2:30][CH3:31])=[O:28])[CH2:24][CH2:23][CH2:22][CH2:21]1.[O-]CC.[Na+].C(O)C. The catalyst is CN(C)C=O.O1CCCC1.O. The product is [CH:20]1([C:25]2[O:6][N:5]=[C:4]([C:3]3[C:2]([Cl:1])=[CH:10][CH:9]=[CH:8][C:7]=3[Cl:11])[C:26]=2[C:27]([O:29][CH2:30][CH3:31])=[O:28])[CH2:24][CH2:23][CH2:22][CH2:21]1. The yield is 0.430. (2) The reactants are [CH3:1][O:2][C:3](=[O:10])[CH2:4][CH2:5][C:6](=O)[CH2:7]Br.[F:11][C:12]1[CH:20]=[CH:19][C:15]([C:16]([NH2:18])=[S:17])=[CH:14][CH:13]=1.O.[CH2:22](O)C. No catalyst specified. The product is [CH2:1]([O:2][C:3](=[O:10])[CH2:4][CH2:5][C:6]1[N:18]=[C:16]([C:15]2[CH:19]=[CH:20][C:12]([F:11])=[CH:13][CH:14]=2)[S:17][CH:7]=1)[CH3:22]. The yield is 1.00.